From a dataset of Full USPTO retrosynthesis dataset with 1.9M reactions from patents (1976-2016). Predict the reactants needed to synthesize the given product. (1) Given the product [NH2:1][C:2]1[N:7]=[C:6]([C:8]2[O:9][C:10]([CH3:13])=[CH:11][CH:12]=2)[C:5]([C:14]#[N:15])=[C:4]([O:20][CH:19]([C:21]2[CH:26]=[CH:25][CH:24]=[CH:23][N:22]=2)[CH3:18])[N:3]=1, predict the reactants needed to synthesize it. The reactants are: [NH2:1][C:2]1[N:7]=[C:6]([C:8]2[O:9][C:10]([CH3:13])=[CH:11][CH:12]=2)[C:5]([C:14]#[N:15])=[C:4](SC)[N:3]=1.[CH3:18][CH:19]([C:21]1[CH:26]=[CH:25][CH:24]=[CH:23][N:22]=1)[OH:20].C1CCN2C(=NCCC2)CC1. (2) Given the product [CH2:17]([O:16][C:14](=[O:15])[CH2:13][N:11]1[C:7]([C:1]2[CH:2]=[CH:3][CH:4]=[CH:5][CH:6]=2)=[CH:8][N:9]=[CH:10]1)[C:18]1[CH:23]=[CH:22][CH:21]=[CH:20][CH:19]=1, predict the reactants needed to synthesize it. The reactants are: [C:1]1([C:7]2[NH:11][CH:10]=[N:9][CH:8]=2)[CH:6]=[CH:5][CH:4]=[CH:3][CH:2]=1.Br[CH2:13][C:14]([O:16][CH2:17][C:18]1[CH:23]=[CH:22][CH:21]=[CH:20][CH:19]=1)=[O:15].C(=O)([O-])[O-].[K+].[K+].